This data is from Catalyst prediction with 721,799 reactions and 888 catalyst types from USPTO. The task is: Predict which catalyst facilitates the given reaction. (1) Reactant: [C:1]([C:3]1[CH:13]=[CH:12][C:6]([C:7]([O:9][CH2:10][CH3:11])=[O:8])=[CH:5][C:4]=1[NH:14][CH:15]1[CH2:19][CH2:18][CH2:17][CH2:16]1)#[N:2].C(=O)([O-])[O-:21].[K+].[K+].OO.O. Product: [NH2:2][C:1]([C:3]1[CH:13]=[CH:12][C:6]([C:7]([O:9][CH2:10][CH3:11])=[O:8])=[CH:5][C:4]=1[NH:14][CH:15]1[CH2:19][CH2:18][CH2:17][CH2:16]1)=[O:21]. The catalyst class is: 16. (2) Reactant: [Cl:1][C:2]1[CH:7]=[CH:6][CH:5]=[CH:4][C:3]=1[N:8]([CH3:25])[C:9]([C:11]1[S:24][C:14]2[C:15]3[CH:23]=[CH:22][CH:21]=[CH:20][C:16]=3[O:17][CH2:18][CH2:19][C:13]=2[CH:12]=1)=O.COC1C=CC(P2(SP(C3C=CC(OC)=CC=3)(=S)S2)=[S:35])=CC=1. Product: [Cl:1][C:2]1[CH:7]=[CH:6][CH:5]=[CH:4][C:3]=1[N:8]([CH3:25])[C:9]([C:11]1[S:24][C:14]2[C:15]3[CH:23]=[CH:22][CH:21]=[CH:20][C:16]=3[O:17][CH2:18][CH2:19][C:13]=2[CH:12]=1)=[S:35]. The catalyst class is: 11.